This data is from Forward reaction prediction with 1.9M reactions from USPTO patents (1976-2016). The task is: Predict the product of the given reaction. Given the reactants CN(C=O)C.S(Cl)([Cl:8])=O.[F:10][C:11]1[CH:16]=[C:15]([N+:17]([O-:19])=[O:18])[C:14](O)=[C:13]([N+:21]([O-:23])=[O:22])[CH:12]=1, predict the reaction product. The product is: [Cl:8][C:14]1[C:15]([N+:17]([O-:19])=[O:18])=[CH:16][C:11]([F:10])=[CH:12][C:13]=1[N+:21]([O-:23])=[O:22].